This data is from Catalyst prediction with 721,799 reactions and 888 catalyst types from USPTO. The task is: Predict which catalyst facilitates the given reaction. (1) Reactant: [CH2:1]([O:3][C:4]1([C:7]2[CH:12]=[CH:11][C:10]([C:13]#[C:14][C:15]3[CH:25]=[CH:24][C:18]([C:19]([O:21]CC)=[O:20])=[CH:17][CH:16]=3)=[CH:9][C:8]=2[C:26]([CH3:29])([CH3:28])[CH3:27])[CH2:6][CH2:5]1)[CH3:2].[OH-].[Na+]. Product: [CH2:1]([O:3][C:4]1([C:7]2[CH:12]=[CH:11][C:10]([C:13]#[C:14][C:15]3[CH:16]=[CH:17][C:18]([C:19]([OH:21])=[O:20])=[CH:24][CH:25]=3)=[CH:9][C:8]=2[C:26]([CH3:27])([CH3:29])[CH3:28])[CH2:6][CH2:5]1)[CH3:2]. The catalyst class is: 199. (2) Reactant: [CH2:1]([O:3][C:4]1[CH:5]=[CH:6][C:7]([OH:12])=[C:8]([CH:11]=1)[CH:9]=[O:10])[CH3:2].Br[CH2:14][CH2:15][CH2:16][CH2:17][C:18]([O:20][CH2:21][CH3:22])=[O:19].C([O-])([O-])=O.[K+].[K+]. Product: [CH2:1]([O:3][C:4]1[CH:5]=[CH:6][C:7]([O:12][CH2:14][CH2:15][CH2:16][CH2:17][C:18]([O:20][CH2:21][CH3:22])=[O:19])=[C:8]([CH:9]=[O:10])[CH:11]=1)[CH3:2]. The catalyst class is: 16. (3) Reactant: [S:1]1[CH:5]=[CH:4][C:3](B(O)O)=[CH:2]1.C([O-])([O-])=O.[K+].[K+].C1([CH:21]([C:40]2[CH:45]=[CH:44][CH:43]=CC=2)[CH2:22][CH2:23][NH:24][C:25]2[C:34]3[C:29](=[CH:30][CH:31]=[CH:32][CH:33]=3)[N:28]=[C:27](C3C=CSC=3)[N:26]=2)C=CC=CC=1. The catalyst class is: 70. Product: [CH:23]([NH:24][C:25]1[C:34]2[C:29](=[CH:30][CH:31]=[CH:32][CH:33]=2)[N:28]=[C:27]([C:3]2[CH:4]=[CH:5][S:1][CH:2]=2)[N:26]=1)([C:22]1[CH:21]=[CH:40][CH:45]=[CH:44][CH:43]=1)[C:29]1[CH:34]=[CH:33][CH:32]=[CH:31][CH:30]=1. (4) Reactant: [C:1]([O:7][CH2:8][CH3:9])(=[O:6])[CH2:2][C:3]([CH3:5])=O.BrBr.[Br:12][C:13]1[CH:14]=[C:15]([Cl:20])[N:16]=[N:17][C:18]=1[NH2:19].O. Product: [Br:12][C:13]1[C:18]2[N:17]([CH:5]=[C:3]([CH2:2][C:1]([O:7][CH2:8][CH3:9])=[O:6])[N:19]=2)[N:16]=[C:15]([Cl:20])[CH:14]=1. The catalyst class is: 22.